From a dataset of Catalyst prediction with 721,799 reactions and 888 catalyst types from USPTO. Predict which catalyst facilitates the given reaction. (1) Reactant: [NH2:1][C:2]1[N:7]2[CH:8]=[CH:9][N:10]=[C:6]2[C:5]([C:11]([OH:13])=O)=[CH:4][C:3]=1[Cl:14].C(N1C=CN=C1)(N1C=CN=C1)=O.[CH3:27][O:28][CH2:29][CH2:30][CH2:31][N:32]1[CH2:37][CH2:36][CH:35]([NH2:38])[CH2:34][CH2:33]1. Product: [NH2:1][C:2]1[N:7]2[CH:8]=[CH:9][N:10]=[C:6]2[C:5]([C:11]([NH:38][CH:35]2[CH2:36][CH2:37][N:32]([CH2:31][CH2:30][CH2:29][O:28][CH3:27])[CH2:33][CH2:34]2)=[O:13])=[CH:4][C:3]=1[Cl:14]. The catalyst class is: 204. (2) Reactant: [C:1](=[O:12])(OC(Cl)(Cl)Cl)OC(Cl)(Cl)Cl.[NH2:13][C:14]1[CH:15]=[C:16]([CH:35]=[CH:36][CH:37]=1)[O:17][C:18]1[CH:32]=[CH:31][C:21]2[N:22]=[C:23]([NH:25][C:26]([CH:28]3[CH2:30][CH2:29]3)=[O:27])[S:24][C:20]=2[C:19]=1[C:33]#[N:34].C(N(CC)CC)C.[F:45][C:46]([F:55])([F:54])[C:47]1[CH:48]=[CH:49][C:50]([NH2:53])=[N:51][CH:52]=1. Product: [C:33]([C:19]1[C:20]2[S:24][C:23]([NH:25][C:26]([CH:28]3[CH2:30][CH2:29]3)=[O:27])=[N:22][C:21]=2[CH:31]=[CH:32][C:18]=1[O:17][C:16]1[CH:35]=[CH:36][CH:37]=[C:14]([NH:13][C:1](=[O:12])[NH:53][C:50]2[CH:49]=[CH:48][C:47]([C:46]([F:54])([F:45])[F:55])=[CH:52][N:51]=2)[CH:15]=1)#[N:34]. The catalyst class is: 54. (3) Reactant: [CH3:1][O:2][C:3]1[O:4][C:5]([C:16]2[CH:25]=[CH:24][C:19]([O:20][CH2:21][CH2:22][NH2:23])=[CH:18][CH:17]=2)=[C:6]([C:8]2[CH:13]=[CH:12][C:11]([O:14][CH3:15])=[CH:10][CH:9]=2)[N:7]=1.C[Si]([N:30]=[C:31]=[O:32])(C)C.C(N(CC)CC)C. Product: [CH3:1][O:2][C:3]1[O:4][C:5]([C:16]2[CH:25]=[CH:24][C:19]([O:20][CH2:21][CH2:22][NH:23][C:31]([NH2:30])=[O:32])=[CH:18][CH:17]=2)=[C:6]([C:8]2[CH:9]=[CH:10][C:11]([O:14][CH3:15])=[CH:12][CH:13]=2)[N:7]=1. The catalyst class is: 4. (4) Reactant: [CH3:1][O:2][C:3](=[O:18])[C:4]1[CH:9]=[CH:8][C:7]([N+:10]([O-])=O)=[C:6]([O:13][CH2:14][CH:15]2[CH2:17][CH2:16]2)[CH:5]=1.Cl. Product: [CH3:1][O:2][C:3](=[O:18])[C:4]1[CH:9]=[CH:8][C:7]([NH2:10])=[C:6]([O:13][CH2:14][CH:15]2[CH2:17][CH2:16]2)[CH:5]=1. The catalyst class is: 515. (5) The catalyst class is: 6. Reactant: Cl[CH2:2][C:3]1[CH:21]=[CH:20][C:6]([O:7][CH2:8][C:9]2[N:10]=[C:11]([C:15]3[O:16][CH:17]=[CH:18][CH:19]=3)[O:12][C:13]=2[CH3:14])=[C:5]([O:22][CH3:23])[CH:4]=1.[OH:24][C:25]1[C:29]([C:30]([O:32][CH2:33][CH3:34])=[O:31])=[CH:28][N:27]([CH3:35])[N:26]=1.CN(C)C=O.[H-].[Na+]. Product: [O:16]1[CH:17]=[CH:18][CH:19]=[C:15]1[C:11]1[O:12][C:13]([CH3:14])=[C:9]([CH2:8][O:7][C:6]2[CH:20]=[CH:21][C:3]([CH2:2][O:24][C:25]3[C:29]([C:30]([O:32][CH2:33][CH3:34])=[O:31])=[CH:28][N:27]([CH3:35])[N:26]=3)=[CH:4][C:5]=2[O:22][CH3:23])[N:10]=1. (6) Reactant: [CH3:1][O:2][C:3](=[O:11])[C:4]1[CH:9]=[CH:8][CH:7]=[CH:6][C:5]=1[CH3:10].[Br:12]NC(=O)CCC(N)=O. Product: [CH3:1][O:2][C:3](=[O:11])[C:4]1[CH:9]=[CH:8][CH:7]=[CH:6][C:5]=1[CH2:10][Br:12]. The catalyst class is: 340. (7) Reactant: [F:1][C:2]1[CH:3]=[C:4]([C@H:9]2[N:14]([CH2:15][C:16]([O:18]CC)=[O:17])[C:13](=[O:21])[C:12]([CH3:23])([CH3:22])[C@@H:11]([OH:24])[CH2:10]2)[CH:5]=[C:6]([F:8])[CH:7]=1.Cl. Product: [F:1][C:2]1[CH:3]=[C:4]([C@H:9]2[N:14]([CH2:15][C:16]([OH:18])=[O:17])[C:13](=[O:21])[C:12]([CH3:22])([CH3:23])[C@@H:11]([OH:24])[CH2:10]2)[CH:5]=[C:6]([F:8])[CH:7]=1. The catalyst class is: 20. (8) Reactant: [CH2:1]([NH2:8])[C:2]1[CH:7]=[CH:6][CH:5]=[CH:4][CH:3]=1.[O:9]1[CH:11]([CH2:12][CH3:13])[CH2:10]1. Product: [CH2:1]([NH:8][CH2:10][CH:11]([OH:9])[CH2:12][CH3:13])[C:2]1[CH:7]=[CH:6][CH:5]=[CH:4][CH:3]=1. The catalyst class is: 8.